Dataset: Full USPTO retrosynthesis dataset with 1.9M reactions from patents (1976-2016). Task: Predict the reactants needed to synthesize the given product. (1) Given the product [C:1]1([CH:7]2[CH2:8][CH2:9][N:10]([C:13]([C:15]3[CH:16]=[N:17][C:18]4[N:19]([N:29]=[CH:30][C:31]=4[C:32]([NH:39][S:36]([CH3:35])(=[O:38])=[O:37])=[O:33])[C:20]=3[NH:21][CH2:22][C:23]3[CH:24]=[N:25][CH:26]=[CH:27][CH:28]=3)=[O:14])[CH2:11][CH2:12]2)[CH:2]=[CH:3][CH:4]=[CH:5][CH:6]=1, predict the reactants needed to synthesize it. The reactants are: [C:1]1([CH:7]2[CH2:12][CH2:11][N:10]([C:13]([C:15]3[CH:16]=[N:17][C:18]4[N:19]([N:29]=[CH:30][C:31]=4[C:32](O)=[O:33])[C:20]=3[NH:21][CH2:22][C:23]3[CH:24]=[N:25][CH:26]=[CH:27][CH:28]=3)=[O:14])[CH2:9][CH2:8]2)[CH:6]=[CH:5][CH:4]=[CH:3][CH:2]=1.[CH3:35][S:36]([NH2:39])(=[O:38])=[O:37]. (2) Given the product [CH2:15]([O:14][CH2:13][CH2:12][CH2:11][CH2:10][CH2:9][CH2:8][CH2:7][CH2:6][N:21]1[C:25]2[CH:26]=[CH:27][CH:28]=[CH:29][C:24]=2[N:23]=[CH:22]1)[CH2:16][CH2:17][CH2:18][CH2:19][CH3:20], predict the reactants needed to synthesize it. The reactants are: CS(O[CH2:6][CH2:7][CH2:8][CH2:9][CH2:10][CH2:11][CH2:12][CH2:13][O:14][CH2:15][CH2:16][CH2:17][CH2:18][CH2:19][CH3:20])(=O)=O.[N:21]1[C:25]2[CH:26]=[CH:27][CH:28]=[CH:29][C:24]=2[NH:23][CH:22]=1.CC(C)([O-])C.[Na+]. (3) Given the product [C:19]([N:22]1[CH2:27][CH2:26][C:25]2([CH2:2][C:1](=[O:3])[C:4]3[C:9](=[CH:8][CH:7]=[C:6]([C:11]4[CH:12]=[C:13]([CH:14]=[CH:15][CH:16]=4)[C:17]#[N:18])[CH:5]=3)[O:10]2)[CH2:24][CH2:23]1)(=[O:21])[CH3:20], predict the reactants needed to synthesize it. The reactants are: [C:1]([C:4]1[CH:5]=[C:6]([C:11]2[CH:16]=[CH:15][CH:14]=[C:13]([C:17]#[N:18])[CH:12]=2)[CH:7]=[CH:8][C:9]=1[OH:10])(=[O:3])[CH3:2].[C:19]([N:22]1[CH2:27][CH2:26][C:25](=O)[CH2:24][CH2:23]1)(=[O:21])[CH3:20].N1CCCC1.